This data is from Full USPTO retrosynthesis dataset with 1.9M reactions from patents (1976-2016). The task is: Predict the reactants needed to synthesize the given product. (1) Given the product [Cl:15][C:16]1[CH:17]=[C:18]([C@H:22]([N:24]2[C:36]3[C:35]4[CH:34]=[C:33]([O:37][CH3:38])[C:32]([C:39]5[C:40]([CH3:45])=[N:41][O:42][C:43]=5[CH3:44])=[CH:31][C:30]=4[N:29]=[CH:28][C:27]=3[O:26][C:25]2=[O:46])[CH3:23])[CH:19]=[CH:20][CH:21]=1, predict the reactants needed to synthesize it. The reactants are: C(C1C(=O)C(Cl)=C(Cl)C(=O)C=1C#N)#N.[Cl:15][C:16]1[CH:17]=[C:18]([C@H:22]([N:24]2[CH:36]3[CH:27]([CH2:28][NH:29][C:30]4[CH:31]=[C:32]([C:39]5[C:40]([CH3:45])=[N:41][O:42][C:43]=5[CH3:44])[C:33]([O:37][CH3:38])=[CH:34][C:35]=43)[O:26][C:25]2=[O:46])[CH3:23])[CH:19]=[CH:20][CH:21]=1. (2) Given the product [Cl:24][C:21]1[CH:22]=[CH:23][C:18]([O:17][C:15]([N:11]2[CH2:12][CH2:13][CH:8]([O:7][CH2:6][CH2:5][CH2:4][CH2:3][N:27]([CH2:25][CH3:26])[CH2:28][CH2:29][OH:30])[CH2:9][CH2:10]2)=[O:16])=[CH:19][CH:20]=1, predict the reactants needed to synthesize it. The reactants are: Cl.Br[CH2:3][CH2:4][CH2:5][CH2:6][O:7][CH:8]1[CH2:13][CH2:12][NH:11][CH2:10][CH2:9]1.Cl[C:15]([O:17][C:18]1[CH:23]=[CH:22][C:21]([Cl:24])=[CH:20][CH:19]=1)=[O:16].[CH2:25]([NH:27][CH2:28][CH2:29][OH:30])[CH3:26]. (3) Given the product [CH3:80][NH:81][C:30]1[N:29]([C:2]2[N:10]=[C:9]3[C:5]([N:6]=[C:7]([CH2:12][N:13]4[CH2:14][CH2:15][CH:16]([CH:19]5[CH2:20][O:21][CH2:22]5)[CH2:17][CH2:18]4)[N:8]3[CH3:11])=[C:4]([N:23]3[CH2:28][CH2:27][O:26][CH2:25][CH2:24]3)[N:3]=2)[C:33]2[CH:34]=[CH:35][CH:36]=[CH:37][C:32]=2[N:31]=1, predict the reactants needed to synthesize it. The reactants are: Cl[C:2]1[N:10]=[C:9]2[C:5]([N:6]=[C:7]([CH2:12][N:13]3[CH2:18][CH2:17][CH:16]([CH:19]4[CH2:22][O:21][CH2:20]4)[CH2:15][CH2:14]3)[N:8]2[CH3:11])=[C:4]([N:23]2[CH2:28][CH2:27][O:26][CH2:25][CH2:24]2)[N:3]=1.[NH:29]1[C:33]2[CH:34]=[CH:35][CH:36]=[CH:37][C:32]=2[N:31]=[C:30]1CN.CC(C1C=C(C(C)C)C(C2C=CC=CC=2P(C2CCCCC2)C2CCCCC2)=C(C(C)C)C=1)C.C(=O)([O-])[O-].[Cs+].[Cs+].[CH3:80][N:81](C=O)C.